Dataset: Reaction yield outcomes from USPTO patents with 853,638 reactions. Task: Predict the reaction yield, written as a fraction of the theoretical maximum amount of product (1.0 means a 100% yield; for example, 0.34 means a 34% yield). The product is [CH3:1][O:2][C:3]([NH:5][C@@H:6]([CH:59]([CH3:61])[CH3:60])[C:7]([N:9]1[C@H:13]([C:14]2[NH:18][C:17]3[C:19]4[C:24]([CH:25]=[CH:26][C:16]=3[N:15]=2)=[CH:23][C:22]2[C:27]3[C:32]([CH2:33][O:34][C:21]=2[CH:20]=4)=[CH:31][C:30]([C:35]2[NH:39][C:38]([CH:40]4[CH2:44][CH2:43][CH2:42][N:41]4[C:45](=[O:55])[C@@H:46]([NH:50][C:51](=[O:54])[O:52][CH3:53])[CH:47]4[CH2:49][CH2:64][O:63][CH2:62][CH2:48]4)=[N:37][CH:36]=2)=[CH:29][CH:28]=3)[CH2:12][C@@H:11]2[CH2:56][CH2:57][CH2:58][C@H:10]12)=[O:8])=[O:4]. The reactants are [CH3:1][O:2][C:3]([NH:5][C@@H:6]([CH:59]([CH3:61])[CH3:60])[C:7]([N:9]1[C@H:13]([C:14]2[NH:18][C:17]3[C:19]4[C:24]([CH:25]=[CH:26][C:16]=3[N:15]=2)=[CH:23][C:22]2[C:27]3[C:32]([CH2:33][O:34][C:21]=2[CH:20]=4)=[CH:31][C:30]([C:35]2[NH:39][C:38]([CH:40]4[CH2:44][CH2:43][CH2:42][N:41]4[C:45](=[O:55])[C@@H:46]([NH:50][C:51](=[O:54])[O:52][CH3:53])[CH:47]([CH3:49])[CH3:48])=[N:37][CH:36]=2)=[CH:29][CH:28]=3)[CH2:12][C@@H:11]2[CH2:56][CH2:57][CH2:58][C@H:10]12)=[O:8])=[O:4].[CH3:62][O:63][C:64](N[C@@H](C(C)C)C(O)=O)=O. No catalyst specified. The yield is 0.560.